From a dataset of Full USPTO retrosynthesis dataset with 1.9M reactions from patents (1976-2016). Predict the reactants needed to synthesize the given product. (1) Given the product [CH3:26][C:27]1[CH:28]=[C:29]([NH:34][C:35]([NH:6][CH2:7][C:8]2[CH:9]=[C:10]3[C:14](=[CH:15][CH:16]=2)[C:13](=[O:17])[N:12]([CH:18]2[CH2:23][CH2:22][C:21](=[O:24])[NH:20][C:19]2=[O:25])[CH2:11]3)=[O:36])[CH:30]=[CH:31][C:32]=1[CH3:33], predict the reactants needed to synthesize it. The reactants are: CS(O)(=O)=O.[NH2:6][CH2:7][C:8]1[CH:9]=[C:10]2[C:14](=[CH:15][CH:16]=1)[C:13](=[O:17])[N:12]([CH:18]1[CH2:23][CH2:22][C:21](=[O:24])[NH:20][C:19]1=[O:25])[CH2:11]2.[CH3:26][C:27]1[CH:28]=[C:29]([N:34]=[C:35]=[O:36])[CH:30]=[CH:31][C:32]=1[CH3:33].C(N(CC)CC)C.Cl. (2) Given the product [CH2:14]([O:20][C:17]([CH:4]1[C:5]2[C:10](=[CH:9][CH:8]=[CH:7][CH:6]=2)[CH2:1][CH2:2][CH2:3]1)=[O:18])[CH3:15], predict the reactants needed to synthesize it. The reactants are: [CH:1]1(C#N)[C:10]2[C:5](=[CH:6][CH:7]=[CH:8][CH:9]=2)[CH2:4][CH2:3][CH2:2]1.Cl.[CH2:14](Br)[CH3:15].[C:17]([O-:20])([O-])=[O:18].[Cs+].[Cs+].